From a dataset of Forward reaction prediction with 1.9M reactions from USPTO patents (1976-2016). Predict the product of the given reaction. (1) Given the reactants ClC1C=C(C=CC=1)C(O)=O.[NH:11]1[C:15]2=[N+:16]([O-:20])[CH:17]=[CH:18][CH:19]=[C:14]2[CH:13]=[CH:12]1.C([O-])([O-])=O.[K+].[K+], predict the reaction product. The product is: [NH:11]1[C:15]2=[N+:16]([O-:20])[CH:17]=[CH:18][CH:19]=[C:14]2[CH:13]=[CH:12]1. (2) Given the reactants [NH2:1][C:2]1[N:3]=[C:4]([CH:7]2[CH2:12][CH2:11][N:10]([C:13](=[O:25])[CH2:14][N:15]3[C:19]([CH3:20])=[CH:18][C:17]([C:21]([F:24])([F:23])[F:22])=[N:16]3)[CH2:9][CH2:8]2)[S:5][CH:6]=1.C(N(C(C)C)CC)(C)C.[C:35]1([S:41](Cl)(=[O:43])=[O:42])[CH:40]=[CH:39][CH:38]=[CH:37][CH:36]=1, predict the reaction product. The product is: [CH3:20][C:19]1[N:15]([CH2:14][C:13]([N:10]2[CH2:11][CH2:12][CH:7]([C:4]3[S:5][CH:6]=[C:2]([NH:1][S:41]([C:35]4[CH:40]=[CH:39][CH:38]=[CH:37][CH:36]=4)(=[O:43])=[O:42])[N:3]=3)[CH2:8][CH2:9]2)=[O:25])[N:16]=[C:17]([C:21]([F:24])([F:23])[F:22])[CH:18]=1. (3) Given the reactants [I:1][C:2]1[CH:3]=[CH:4][C:5]([NH2:8])=[N:6][CH:7]=1.BrC1C=CN2C(C(NC3[CH:23]=[C:24](C=CC=3F)[C:25]([OH:27])=[O:26])=O)=CN=C2C=1, predict the reaction product. The product is: [I:1][C:2]1[CH:3]=[CH:4][C:5]2[N:6]([C:24]([C:25]([OH:27])=[O:26])=[CH:23][N:8]=2)[CH:7]=1. (4) Given the reactants Cl[C:2]1[CH:7]=[C:6]([Cl:8])[N:5]=[C:4]([NH2:9])[N:3]=1.[C:10]1([CH2:16][CH2:17][NH2:18])[CH:15]=[CH:14][CH:13]=[CH:12][CH:11]=1.CCN(C(C)C)C(C)C, predict the reaction product. The product is: [Cl:8][C:6]1[N:5]=[C:4]([NH2:9])[N:3]=[C:2]([NH:18][CH2:17][CH2:16][C:10]2[CH:15]=[CH:14][CH:13]=[CH:12][CH:11]=2)[CH:7]=1. (5) Given the reactants [CH3:1][O:2][C:3]([C:5]1[C@@H:10]([C:11]2[CH:16]=[CH:15][C:14]([C:17]#[N:18])=[CH:13][C:12]=2[CH2:19][CH2:20][CH2:21][N:22]([CH3:24])[CH3:23])[N:9]2[C:25](=[O:28])[NH:26][N:27]=[C:8]2[N:7]([C:29]2[CH:34]=[CH:33][CH:32]=[C:31]([C:35]([F:38])([F:37])[F:36])[CH:30]=2)[C:6]=1[CH3:39])=[O:4].[CH3:40][Br:41], predict the reaction product. The product is: [Br-:41].[C:17]([C:14]1[CH:15]=[CH:16][C:11]([C@H:10]2[N:9]3[C:25](=[O:28])[NH:26][N:27]=[C:8]3[N:7]([C:29]3[CH:34]=[CH:33][CH:32]=[C:31]([C:35]([F:37])([F:36])[F:38])[CH:30]=3)[C:6]([CH3:39])=[C:5]2[C:3]([O:2][CH3:1])=[O:4])=[C:12]([CH2:19][CH2:20][CH2:21][N+:22]([CH3:40])([CH3:24])[CH3:23])[CH:13]=1)#[N:18]. (6) Given the reactants [Cl:1][C:2]1[CH:7]=[C:6]([F:8])[CH:5]=[CH:4][C:3]=1[CH2:9][C:10]([OH:12])=O.[CH3:13][NH:14][C@H:15]1[CH2:34][N:19]2[C:20]3[C:25]([C:26]([CH2:27][C:28]([O:30]CCC)=[O:29])=[C:18]2[CH2:17][CH2:16]1)=[CH:24][CH:23]=[CH:22][CH:21]=3, predict the reaction product. The product is: [Cl:1][C:2]1[CH:7]=[C:6]([F:8])[CH:5]=[CH:4][C:3]=1[CH2:9][C:10]([N:14]([CH3:13])[C@H:15]1[CH2:34][N:19]2[C:20]3[C:25]([C:26]([CH2:27][C:28]([OH:30])=[O:29])=[C:18]2[CH2:17][CH2:16]1)=[CH:24][CH:23]=[CH:22][CH:21]=3)=[O:12]. (7) Given the reactants [CH3:1][CH:2]1[CH2:7][N:6]([CH2:8][C:9]2[CH:13]=[CH:12][N:11]([C:14]3[N:22]=[CH:21][CH:20]=[CH:19][C:15]=3[C:16]([O-:18])=O)[N:10]=2)[CH2:5][CH:4]([CH3:23])[O:3]1.[Na+].[NH2:25][CH:26]([CH2:32][C:33]1[CH:38]=[CH:37][CH:36]=[CH:35][CH:34]=1)[CH:27]([OH:31])[C:28]([NH2:30])=[O:29], predict the reaction product. The product is: [NH2:30][C:28](=[O:29])[CH:27]([OH:31])[CH:26]([NH:25][C:16](=[O:18])[C:15]1[CH:19]=[CH:20][CH:21]=[N:22][C:14]=1[N:11]1[CH:12]=[CH:13][C:9]([CH2:8][N:6]2[CH2:7][CH:2]([CH3:1])[O:3][CH:4]([CH3:23])[CH2:5]2)=[N:10]1)[CH2:32][C:33]1[CH:34]=[CH:35][CH:36]=[CH:37][CH:38]=1.